Predict the reactants needed to synthesize the given product. From a dataset of Full USPTO retrosynthesis dataset with 1.9M reactions from patents (1976-2016). (1) Given the product [CH2:1]([C:5]1[N:10]=[C:9]([CH3:11])[N:8]([C:12]2[CH:17]=[CH:16][CH:15]=[C:14]([CH:18]([OH:20])[CH3:19])[CH:13]=2)[C:7](=[O:28])[C:6]=1[CH2:29][C:30]1[CH:35]=[CH:34][C:33]([C:36]2[CH:41]=[CH:40][CH:39]=[CH:38][C:37]=2[C:42]2[NH:46][C:45](=[O:47])[O:44][N:43]=2)=[CH:32][CH:31]=1)[CH2:2][CH2:3][CH3:4], predict the reactants needed to synthesize it. The reactants are: [CH2:1]([C:5]1[N:10]=[C:9]([CH3:11])[N:8]([C:12]2[CH:17]=[CH:16][CH:15]=[C:14]([CH:18]([O:20][Si](C(C)(C)C)(C)C)[CH3:19])[CH:13]=2)[C:7](=[O:28])[C:6]=1[CH2:29][C:30]1[CH:35]=[CH:34][C:33]([C:36]2[CH:41]=[CH:40][CH:39]=[CH:38][C:37]=2[C:42]2[NH:46][C:45](=[O:47])[O:44][N:43]=2)=[CH:32][CH:31]=1)[CH2:2][CH2:3][CH3:4].[F-].C([N+](CCCC)(CCCC)CCCC)CCC.C(OCC)(=O)C.O. (2) Given the product [NH2:1][C:2]1[N:3]=[C:4]([N:18]2[CH2:19][CH2:20][N:15]([CH2:13][CH3:14])[CH2:16][CH2:17]2)[C:5]2[C:10]([CH:11]=1)=[CH:9][CH:8]=[CH:7][CH:6]=2, predict the reactants needed to synthesize it. The reactants are: [NH2:1][C:2]1[N:3]=[C:4](Br)[C:5]2[C:10]([CH:11]=1)=[CH:9][CH:8]=[CH:7][CH:6]=2.[CH2:13]([N:15]1[CH2:20][CH2:19][NH:18][CH2:17][CH2:16]1)[CH3:14].C(=O)([O-])[O-].[K+].[K+]. (3) Given the product [Cl:25][C:26]1[CH:31]=[C:30]([Cl:32])[CH:29]=[CH:28][C:27]=1[O:33][C:2]1[N:7]=[C:6]([O:8][CH3:9])[N:5]=[C:4]([NH:10][C:11]2[CH:16]=[CH:15][C:14]([N:17]3[CH:21]=[C:20]([CH3:22])[N:19]=[CH:18]3)=[C:13]([O:23][CH3:24])[CH:12]=2)[N:3]=1, predict the reactants needed to synthesize it. The reactants are: Cl[C:2]1[N:7]=[C:6]([O:8][CH3:9])[N:5]=[C:4]([NH:10][C:11]2[CH:16]=[CH:15][C:14]([N:17]3[CH:21]=[C:20]([CH3:22])[N:19]=[CH:18]3)=[C:13]([O:23][CH3:24])[CH:12]=2)[N:3]=1.[Cl:25][C:26]1[CH:31]=[C:30]([Cl:32])[CH:29]=[CH:28][C:27]=1[OH:33]. (4) Given the product [NH2:1][C:2]1[C:11]2[N:12]=[C:13]([CH2:25][O:26][CH2:27][CH3:28])[N:14]([NH:15][CH2:16][CH2:17][CH2:18][NH:19][C:20](=[O:24])[CH:21]([CH3:23])[CH3:22])[C:10]=2[C:9]2[CH2:8][CH2:7][CH2:6][CH2:5][C:4]=2[N:3]=1, predict the reactants needed to synthesize it. The reactants are: [NH2:1][C:2]1[C:11]2[N:12]=[C:13]([CH2:25][O:26][CH2:27][CH3:28])[N:14]([NH:15][CH2:16][CH2:17][CH2:18][NH:19][C:20](=[O:24])[CH:21]([CH3:23])[CH3:22])[C:10]=2[C:9]2[CH:8]=[CH:7][CH:6]=[CH:5][C:4]=2[N:3]=1.O.[OH-].[Na+].